Predict which catalyst facilitates the given reaction. From a dataset of Catalyst prediction with 721,799 reactions and 888 catalyst types from USPTO. (1) The catalyst class is: 2. Product: [F:67][C:65]([F:66])([F:68])[C:63]1[CH:62]=[C:27]([CH:26]=[C:25]([C:24]([F:23])([F:69])[F:70])[CH:64]=1)[CH2:28][N:29]([CH2:36][C:37]1[C:38]([N:49]2[CH2:53][CH2:52][CH2:51][C@@H:50]2[C@H:54]2[CH2:55][CH2:56][C@H:57]([CH:60]=[O:61])[CH2:58][CH2:59]2)=[N:39][C:40]2[C:45]([CH:46]=1)=[CH:44][C:43]([F:47])=[C:42]([F:48])[CH:41]=2)[C:30]1[N:31]=[N:32][N:33]([CH3:35])[N:34]=1. Reactant: CC(OI1(OC(C)=O)(OC(C)=O)OC(=O)C2C=CC=CC1=2)=O.[F:23][C:24]([F:70])([F:69])[C:25]1[CH:26]=[C:27]([CH:62]=[C:63]([C:65]([F:68])([F:67])[F:66])[CH:64]=1)[CH2:28][N:29]([CH2:36][C:37]1[C:38]([N:49]2[CH2:53][CH2:52][CH2:51][C@@H:50]2[C@H:54]2[CH2:59][CH2:58][C@H:57]([CH2:60][OH:61])[CH2:56][CH2:55]2)=[N:39][C:40]2[C:45]([CH:46]=1)=[CH:44][C:43]([F:47])=[C:42]([F:48])[CH:41]=2)[C:30]1[N:31]=[N:32][N:33]([CH3:35])[N:34]=1. (2) Reactant: [NH2:1][C@H:2]1[CH2:6][CH2:5][N:4]([C@H:7]2[CH2:12][CH2:11][C@@H:10]([N:13]([CH:15]([CH3:17])[CH3:16])[CH3:14])[CH2:9][C@H:8]2[C:18]([O:20][CH3:21])=[O:19])[C:3]1=[O:22].Cl[C:24]1[C:33]2[C:28](=[CH:29][CH:30]=[C:31]([C:34]([F:37])([F:36])[F:35])[CH:32]=2)[N:27]=[CH:26][N:25]=1.CCN(CC)CC. Product: [CH:15]([N:13]([CH3:14])[C@H:10]1[CH2:9][C@@H:8]([C:18]([O:20][CH3:21])=[O:19])[C@@H:7]([N:4]2[CH2:5][CH2:6][C@H:2]([NH:1][C:24]3[C:33]4[C:28](=[CH:29][CH:30]=[C:31]([C:34]([F:36])([F:37])[F:35])[CH:32]=4)[N:27]=[CH:26][N:25]=3)[C:3]2=[O:22])[CH2:12][CH2:11]1)([CH3:17])[CH3:16]. The catalyst class is: 14.